From a dataset of Forward reaction prediction with 1.9M reactions from USPTO patents (1976-2016). Predict the product of the given reaction. (1) Given the reactants Cl.[CH3:2][NH:3][O:4][CH3:5].CN1CCOCC1.[O:13]1[CH2:18][CH2:17][CH:16]([C:19](Cl)=[O:20])[CH2:15][CH2:14]1, predict the reaction product. The product is: [CH3:5][O:4][N:3]([CH3:2])[C:19]([CH:16]1[CH2:17][CH2:18][O:13][CH2:14][CH2:15]1)=[O:20]. (2) Given the reactants Br[C:2]1[CH:11]=[C:10]2[C:5]([C:6]([OH:26])=[C:7]([C:15]([NH:17][CH2:18][C:19]([O:21][C:22]([CH3:25])([CH3:24])[CH3:23])=[O:20])=[O:16])[C:8](=[O:14])[C:9]2([CH3:13])[CH3:12])=[CH:4][CH:3]=1.C([O-])([O-])=O.[K+].[K+].O.[CH3:34][O:35][CH2:36]/[CH:37]=[CH:38]/B1OC(C)(C)C(C)(C)O1, predict the reaction product. The product is: [OH:26][C:6]1[C:5]2[C:10](=[CH:11][C:2](/[CH:38]=[CH:37]/[CH2:36][O:35][CH3:34])=[CH:3][CH:4]=2)[C:9]([CH3:13])([CH3:12])[C:8](=[O:14])[C:7]=1[C:15]([NH:17][CH2:18][C:19]([O:21][C:22]([CH3:24])([CH3:23])[CH3:25])=[O:20])=[O:16]. (3) Given the reactants [C:1]1([CH2:7][CH:8]=O)[CH:6]=[CH:5][CH:4]=[CH:3][CH:2]=1.[CH2:10]([O:17][C:18](=[O:20])[NH2:19])[C:11]1[CH:16]=[CH:15][CH:14]=[CH:13][CH:12]=1.[P:21]([O:36][C:37]1[CH:42]=[CH:41][CH:40]=[CH:39][CH:38]=1)([O:29][C:30]1[CH:35]=[CH:34][CH:33]=[CH:32][CH:31]=1)OC1C=CC=CC=1.[C:43](O)(=[O:45])C, predict the reaction product. The product is: [NH:19]([C:18]([O:17][CH2:10][C:11]1[CH:16]=[CH:15][CH:14]=[CH:13][CH:12]=1)=[O:20])[CH:8]([C:43]([P:21]([O:29][C:30]1[CH:31]=[CH:32][CH:33]=[CH:34][CH:35]=1)[O:36][C:37]1[CH:38]=[CH:39][CH:40]=[CH:41][CH:42]=1)=[O:45])[CH2:7][C:1]1[CH:2]=[CH:3][CH:4]=[CH:5][CH:6]=1. (4) Given the reactants [CH3:1][N:2]([CH:13]1[CH2:18][CH2:17][NH:16][CH2:15][CH2:14]1)[C:3](=[O:12])[O:4][CH2:5][C:6]1[CH:11]=[CH:10][CH:9]=[CH:8][CH:7]=1.Br[C:20]1[CH:21]=[CH:22][C:23]([N:26]([CH3:28])[CH3:27])=[N:24][CH:25]=1, predict the reaction product. The product is: [CH3:27][N:26]([CH3:28])[C:23]1[N:24]=[CH:25][C:20]([N:16]2[CH2:15][CH2:14][CH:13]([N:2]([CH3:1])[C:3](=[O:12])[O:4][CH2:5][C:6]3[CH:11]=[CH:10][CH:9]=[CH:8][CH:7]=3)[CH2:18][CH2:17]2)=[CH:21][CH:22]=1. (5) Given the reactants [N:1]1[C:8](Cl)=[N:7][C:5](Cl)=[N:4][C:2]=1[Cl:3].C[Mg]Br.[CH3:13][O:14][C:15]1[CH:22]=[CH:21][C:18]([CH2:19][NH2:20])=[CH:17][CH:16]=1.[CH3:23]CN(C(C)C)C(C)C, predict the reaction product. The product is: [Cl:3][C:2]1[N:1]=[C:8]([CH3:23])[N:7]=[C:5]([NH:20][CH2:19][C:18]2[CH:21]=[CH:22][C:15]([O:14][CH3:13])=[CH:16][CH:17]=2)[N:4]=1. (6) Given the reactants [N:1]1[C:10]2[C:5](=[CH:6][CH:7]=[CH:8][CH:9]=2)[CH:4]=[CH:3][C:2]=1[OH:11].Br[CH2:13][C:14]1[CH:19]=[CH:18][C:17]([Cl:20])=[CH:16][CH:15]=1, predict the reaction product. The product is: [Cl:20][C:17]1[CH:18]=[CH:19][C:14]([CH2:13][N:1]2[C:10]3[C:5](=[CH:6][CH:7]=[CH:8][CH:9]=3)[CH:4]=[CH:3][C:2]2=[O:11])=[CH:15][CH:16]=1. (7) Given the reactants FC(F)(F)C(O)=O.[O:8]1CCO[CH:9]1[CH2:13][N:14]1[C:23]2[C:18](=[CH:19][CH:20]=[C:21]([O:24][CH3:25])[CH:22]=2)[N:17]=[CH:16][C:15]1=[O:26], predict the reaction product. The product is: [CH3:25][O:24][C:21]1[CH:22]=[C:23]2[C:18]([N:17]=[CH:16][C:15](=[O:26])[N:14]2[CH2:13][CH:9]=[O:8])=[CH:19][CH:20]=1. (8) Given the reactants [NH2:1][C:2]1[CH:12]=[CH:11][C:5]([C:6](OCC)=[O:7])=[CH:4][C:3]=1[I:13].[H-], predict the reaction product. The product is: [NH2:1][C:2]1[CH:12]=[CH:11][C:5]([CH2:6][OH:7])=[CH:4][C:3]=1[I:13]. (9) Given the reactants [CH2:1]([N:3]1[C:7]2=[N:8][CH:9]=[C:10]([CH2:19][N:20]([CH3:28])[C:21]([C:23]3[O:27][N:26]=[CH:25][CH:24]=3)=[O:22])[C:11]([NH:12][CH:13]3[CH2:18][CH2:17][O:16][CH2:15][CH2:14]3)=[C:6]2[CH:5]=[N:4]1)[CH3:2].[CH2:29](I)C.O1C(C(Cl)=O)=CC=N1, predict the reaction product. The product is: [CH2:28]([N:20]([CH2:19][C:10]1[C:11]([NH:12][CH:13]2[CH2:18][CH2:17][O:16][CH2:15][CH2:14]2)=[C:6]2[CH:5]=[N:4][N:3]([CH2:1][CH3:2])[C:7]2=[N:8][CH:9]=1)[C:21]([C:23]1[O:27][N:26]=[CH:25][CH:24]=1)=[O:22])[CH3:29]. (10) Given the reactants CC1C=CC(S(O[CH2:12][CH:13]2[CH2:17][C:16]3[CH:18]=[CH:19][C:20]([Cl:29])=[C:21]([C:22]4[CH:27]=[CH:26][CH:25]=[CH:24][C:23]=4[CH3:28])[C:15]=3[O:14]2)(=O)=O)=CC=1.[N-:30]=[N+:31]=[N-:32].[Na+], predict the reaction product. The product is: [N:30]([CH2:12][CH:13]1[CH2:17][C:16]2[CH:18]=[CH:19][C:20]([Cl:29])=[C:21]([C:22]3[CH:27]=[CH:26][CH:25]=[CH:24][C:23]=3[CH3:28])[C:15]=2[O:14]1)=[N+:31]=[N-:32].